Task: Predict the reactants needed to synthesize the given product.. Dataset: Full USPTO retrosynthesis dataset with 1.9M reactions from patents (1976-2016) (1) The reactants are: [NH2:1][C:2]1[CH:3]=[CH:4][C:5](Br)=[C:6]2[C:10]=1[C:9](=[O:11])[NH:8][CH2:7]2.[C:13](=[O:16])([O-])[O-].[K+].[K+].O. Given the product [NH2:1][C:2]1[CH:3]=[CH:4][C:5]([C:10]2[CH:2]=[CH:3][CH:4]=[C:13]([OH:16])[CH:9]=2)=[C:6]2[C:10]=1[C:9](=[O:11])[NH:8][CH2:7]2, predict the reactants needed to synthesize it. (2) Given the product [CH3:16][S:17]([OH:20])(=[O:19])=[O:18].[F:11][C:8]([F:9])([F:10])[CH:6]1[CH2:5][CH2:4][NH:3][C:2]([NH2:1])=[N:7]1, predict the reactants needed to synthesize it. The reactants are: [NH2:1][C:2]1[N:7]=[C:6]([C:8]([F:11])([F:10])[F:9])[CH:5]=[CH:4][N:3]=1.C(O)(C)C.[CH3:16][S:17]([OH:20])(=[O:19])=[O:18].